Dataset: Forward reaction prediction with 1.9M reactions from USPTO patents (1976-2016). Task: Predict the product of the given reaction. (1) Given the reactants [NH2:1][C:2]1[CH:7]=[CH:6][C:5]([CH:8]2[CH2:12][CH2:11][N:10]([C:13]([O:15][C:16]([CH3:19])([CH3:18])[CH3:17])=[O:14])[CH2:9]2)=[CH:4][CH:3]=1.C1C(=O)N([Cl:27])C(=O)C1.CCOC(C)=O, predict the reaction product. The product is: [NH2:1][C:2]1[CH:3]=[CH:4][C:5]([CH:8]2[CH2:12][CH2:11][N:10]([C:13]([O:15][C:16]([CH3:19])([CH3:18])[CH3:17])=[O:14])[CH2:9]2)=[CH:6][C:7]=1[Cl:27]. (2) Given the reactants [C:1]([N:9]1[CH2:22][CH2:21][C:20]2[C:19]3[C:18]([CH2:23][CH2:24][CH2:25][OH:26])=[CH:17][CH:16]=[CH:15][C:14]=3[NH:13][C:12]=2[CH2:11][CH2:10]1)(=[O:8])[C:2]1[CH:7]=[CH:6][CH:5]=[CH:4][CH:3]=1.[C:27]1(P([C:27]2[CH:32]=[CH:31][CH:30]=[CH:29][CH:28]=2)[C:27]2[CH:32]=[CH:31][CH:30]=[CH:29][CH:28]=2)[CH:32]=[CH:31][CH:30]=[CH:29][CH:28]=1.C1(O)C=CC=CC=1.CCOC(/N=N/C(OCC)=O)=O, predict the reaction product. The product is: [C:1]([N:9]1[CH2:22][CH2:21][C:20]2[C:19]3[C:18]([CH2:23][CH2:24][CH2:25][O:26][C:27]4[CH:32]=[CH:31][CH:30]=[CH:29][CH:28]=4)=[CH:17][CH:16]=[CH:15][C:14]=3[NH:13][C:12]=2[CH2:11][CH2:10]1)(=[O:8])[C:2]1[CH:3]=[CH:4][CH:5]=[CH:6][CH:7]=1. (3) Given the reactants Br[C:2]1[CH:3]=[CH:4][CH:5]=[C:6]2[C:10]=1[C:9](=[O:11])[CH2:8][CH2:7]2.[C:12]([C:14]1[CH:23]=[CH:22][C:17]([C:18]([O:20][CH3:21])=[O:19])=[CH:16][CH:15]=1)#[CH:13].C([O-])([O-])=O.[Cs+].[Cs+].CC(C1C=C(C(C)C)C(C2C=CC=CC=2P(C2CCCCC2)C2CCCCC2)=C(C(C)C)C=1)C, predict the reaction product. The product is: [O:11]=[C:9]1[C:10]2[C:6](=[CH:5][CH:4]=[CH:3][C:2]=2[C:13]#[C:12][C:14]2[CH:23]=[CH:22][C:17]([C:18]([O:20][CH3:21])=[O:19])=[CH:16][CH:15]=2)[CH2:7][CH2:8]1. (4) Given the reactants [CH2:1]1[CH2:5][NH:4][C@H:3]([C:6]([O:8][CH2:9][C:10]2[CH:15]=[CH:14][CH:13]=[CH:12][CH:11]=2)=[O:7])[CH2:2]1.Cl.CCN(C(C)C)C(C)C.[NH:26]([C:35]([O:37][C:38]([CH3:41])([CH3:40])[CH3:39])=[O:36])[C@H:27]([C:32](O)=[O:33])[C:28]([CH3:31])([CH3:30])[CH3:29].C1C=CC2N(O)N=NC=2C=1.C(Cl)CCl, predict the reaction product. The product is: [CH2:9]([O:8][C:6]([CH:3]1[CH2:2][CH2:1][CH2:5][N:4]1[C:32](=[O:33])[CH:27]([NH:26][C:35]([O:37][C:38]([CH3:41])([CH3:40])[CH3:39])=[O:36])[C:28]([CH3:31])([CH3:30])[CH3:29])=[O:7])[C:10]1[CH:15]=[CH:14][CH:13]=[CH:12][CH:11]=1.